From a dataset of Forward reaction prediction with 1.9M reactions from USPTO patents (1976-2016). Predict the product of the given reaction. The product is: [C:32]([O:31][C:29](=[O:30])[NH:13][CH2:12][CH:11]1[O:10][B:9]([OH:14])[C:8]2[CH:15]=[C:4]([NH:3][S:46]([C:44]3[S:45][C:41]([C:40]4[O:36][CH:37]=[N:38][CH:39]=4)=[CH:42][CH:43]=3)(=[O:47])=[O:48])[CH:5]=[CH:6][C:7]1=2)([CH3:33])([CH3:34])[CH3:35].[O:36]1[C:40]([C:41]2[S:45][C:44]([S:46]([OH:48])(=[O:25])=[O:47])=[CH:43][CH:42]=2)=[CH:39][N:38]=[CH:37]1. Given the reactants Cl.Cl.[NH2:3][C:4]1[CH:5]=[CH:6][C:7]2[CH:11]([CH2:12][NH2:13])[O:10][B:9]([OH:14])[C:8]=2[CH:15]=1.C(NCC)C.CC([O:25]C(O[C:29]([O:31][C:32]([CH3:35])([CH3:34])[CH3:33])=[O:30])=O)(C)C.[O:36]1[C:40]([C:41]2[S:45][C:44]([S:46](Cl)(=[O:48])=[O:47])=[CH:43][CH:42]=2)=[CH:39][N:38]=[CH:37]1, predict the reaction product.